Dataset: Forward reaction prediction with 1.9M reactions from USPTO patents (1976-2016). Task: Predict the product of the given reaction. Given the reactants [Cl:1][C:2]1[CH:7]=[CH:6][C:5]([NH:8][C:9]([NH:11][C:12]2[CH:17]=[CH:16][CH:15]=[C:14]([C:18]3[CH:23]=[CH:22][CH:21]=[C:20]([N:24]4[CH2:28][CH2:27][CH2:26][CH2:25]4)[N:19]=3)[CH:13]=2)=[O:10])=[CH:4][CH:3]=1.Cl[C:30]1C=CC(N)=C(C)C=1.CCN(C(C)C)C(C)C, predict the reaction product. The product is: [Cl:1][C:2]1[CH:7]=[CH:6][C:5]([NH:8][C:9]([NH:11][C:12]2[CH:17]=[CH:16][CH:15]=[C:14]([C:18]3[CH:23]=[CH:22][CH:21]=[C:20]([N:24]4[CH2:28][CH2:27][CH2:26][CH2:25]4)[N:19]=3)[CH:13]=2)=[O:10])=[C:4]([CH3:30])[CH:3]=1.